From a dataset of Reaction yield outcomes from USPTO patents with 853,638 reactions. Predict the reaction yield, written as a fraction of the theoretical maximum amount of product (1.0 means a 100% yield; for example, 0.34 means a 34% yield). (1) The yield is 0.100. The reactants are [C:1]1([C:7]2[CH:8]=[C:9]3[C:13](=[CH:14][CH:15]=2)[CH2:12][C:11]([CH2:16][O:17][C:18]2[C:19]([F:28])=[C:20]([C:24]([F:27])=[CH:25][CH:26]=2)[C:21]([NH2:23])=[O:22])=[CH:10]3)[CH2:6][CH2:5][CH2:4][CH2:3][CH:2]=1. The product is [CH:1]1([C:7]2[CH:8]=[C:9]3[C:13](=[CH:14][CH:15]=2)[CH2:12][C:11]([CH2:16][O:17][C:18]2[C:19]([F:28])=[C:20]([C:24]([F:27])=[CH:25][CH:26]=2)[C:21]([NH2:23])=[O:22])=[CH:10]3)[CH2:6][CH2:5][CH2:4][CH2:3][CH2:2]1. The catalyst is CO.[Pd]. (2) The product is [CH:17]1([CH2:16][C@H:15]([N:22]2[CH2:30][C:29]3[C:24](=[CH:25][CH:26]=[CH:27][C:28]=3[C:31]([F:33])([F:34])[F:32])[C:23]2=[O:35])[C:14]([NH:13][C:10]2[CH:11]=[CH:12][N:8]([CH2:7][C:6]([OH:37])=[O:5])[N:9]=2)=[O:36])[CH2:21][CH2:20][CH2:19][CH2:18]1. The yield is 0.980. The catalyst is O1CCCC1.O. The reactants are C([O:5][C:6](=[O:37])[CH2:7][N:8]1[CH:12]=[CH:11][C:10]([NH:13][C:14](=[O:36])[C@@H:15]([N:22]2[CH2:30][C:29]3[C:24](=[CH:25][CH:26]=[CH:27][C:28]=3[C:31]([F:34])([F:33])[F:32])[C:23]2=[O:35])[CH2:16][CH:17]2[CH2:21][CH2:20][CH2:19][CH2:18]2)=[N:9]1)(C)(C)C.O.[OH-].[Li+].